Predict the reactants needed to synthesize the given product. From a dataset of Full USPTO retrosynthesis dataset with 1.9M reactions from patents (1976-2016). Given the product [Br:15][C:11]1[CH:12]=[C:13]([F:14])[C:7]2[CH:6]=[C:5]([C:3]([OH:4])=[O:2])[S:9][C:8]=2[CH:10]=1, predict the reactants needed to synthesize it. The reactants are: C[O:2][C:3]([C:5]1[S:9][C:8]2[CH:10]=[C:11]([Br:15])[CH:12]=[C:13]([F:14])[C:7]=2[CH:6]=1)=[O:4].[Li+].[OH-].O.